This data is from Full USPTO retrosynthesis dataset with 1.9M reactions from patents (1976-2016). The task is: Predict the reactants needed to synthesize the given product. (1) Given the product [C:11]([O:14][CH2:5][CH:4]=[C:3]([CH3:7])[CH2:2][Br:1])(=[O:13])[CH3:12], predict the reactants needed to synthesize it. The reactants are: [Br:1][CH2:2][C:3]([CH3:7])=[CH:4][CH2:5]Br.O.O.O.[C:11]([O-:14])(=[O:13])[CH3:12].[Li+]. (2) Given the product [O:1]1[C@@H:6]([CH2:7][N:8]2[CH2:13][CH2:12][N:11]([C:14]3[C:19]([CH2:20][O:21][CH2:22][CH2:23][F:38])=[CH:18][CH:17]=[CH:16][N:15]=3)[CH2:10][CH2:9]2)[CH2:5][O:4][C:3]2[CH:25]=[CH:26][CH:27]=[CH:28][C:2]1=2, predict the reactants needed to synthesize it. The reactants are: [O:1]1[C@@H:6]([CH2:7][N:8]2[CH2:13][CH2:12][N:11]([C:14]3[C:19]([CH2:20][O:21][CH2:22][CH2:23]O)=[CH:18][CH:17]=[CH:16][N:15]=3)[CH2:10][CH2:9]2)[CH2:5][O:4][C:3]2[CH:25]=[CH:26][CH:27]=[CH:28][C:2]1=2.C(Cl)Cl.CCN(S(F)(F)[F:38])CC.C([O-])([O-])=O.[Na+].[Na+]. (3) Given the product [F:24][C:25]([F:36])([F:37])[O:26][C:27]1[CH:32]=[CH:31][C:30]([C:9]2[CH2:10][CH2:11][N:12]([C:15]([O:17][C:18]([CH3:19])([CH3:20])[CH3:21])=[O:16])[CH2:13][CH:14]=2)=[CH:29][CH:28]=1, predict the reactants needed to synthesize it. The reactants are: [Li+].[Cl-].FC(F)(F)S(O[C:9]1[CH2:10][CH2:11][N:12]([C:15]([O:17][C:18]([CH3:21])([CH3:20])[CH3:19])=[O:16])[CH2:13][CH:14]=1)(=O)=O.[F:24][C:25]([F:37])([F:36])[O:26][C:27]1[CH:32]=[CH:31][C:30](B(O)O)=[CH:29][CH:28]=1.C([O-])([O-])=O.[Na+].[Na+]. (4) The reactants are: [CH3:1][O:2][C:3]1[C:8]2[C:9](=[O:18])[NH:10][N:11]([CH:12]3[CH2:17][CH2:16][O:15][CH2:14][CH2:13]3)[C:7]=2[CH:6]=[CH:5][N:4]=1.N1C=CC=CC=1.[F:25][C:26]([F:39])([F:38])[S:27](O[S:27]([C:26]([F:39])([F:38])[F:25])(=[O:29])=[O:28])(=[O:29])=[O:28].[Cl-].[NH4+]. Given the product [F:25][C:26]([F:39])([F:38])[S:27]([O:18][C:9]1[C:8]2[C:3]([O:2][CH3:1])=[N:4][CH:5]=[CH:6][C:7]=2[N:11]([CH:12]2[CH2:17][CH2:16][O:15][CH2:14][CH2:13]2)[N:10]=1)(=[O:29])=[O:28], predict the reactants needed to synthesize it. (5) Given the product [CH3:1][O:2][C:3]([C:5]1[CH:13]=[C:12]2[C:8]([CH2:9][CH2:10][N:11]2[S:21]([C:19]2[CH:20]=[C:15]([Cl:14])[CH:16]=[CH:17][C:18]=2[O:25][CH3:26])(=[O:22])=[O:23])=[CH:7][CH:6]=1)=[O:4], predict the reactants needed to synthesize it. The reactants are: [CH3:1][O:2][C:3]([C:5]1[CH:13]=[C:12]2[C:8]([CH2:9][CH2:10][NH:11]2)=[CH:7][CH:6]=1)=[O:4].[Cl:14][C:15]1[CH:16]=[CH:17][C:18]([O:25][CH3:26])=[C:19]([S:21](Cl)(=[O:23])=[O:22])[CH:20]=1. (6) Given the product [F:16][C:13]([F:14])([F:15])[C:7]1[CH:6]=[C:5]2[C:4](=[CH:9][C:8]=1[NH2:10])[NH:19][CH:18]=[CH:17]2, predict the reactants needed to synthesize it. The reactants are: [N+]([C:4]1[CH:9]=[C:8]([N+:10]([O-])=O)[C:7]([C:13]([F:16])([F:15])[F:14])=[CH:6][C:5]=1/[CH:17]=[CH:18]/[N:19](C)C)([O-])=O. (7) Given the product [CH3:25][O:26][C:27]1[C:36]2[C:31](=[CH:32][CH:33]=[CH:34][CH:35]=2)[C:30]([NH:37][C:38]2[CH:43]=[CH:42][CH:41]=[CH:40][CH:39]=2)=[CH:29][CH:28]=1, predict the reactants needed to synthesize it. The reactants are: C(OCC)(=O)C.CCCCCC.C1CCCCC1.CCCCCC.[CH3:25][O:26][C:27]1[C:36]2[C:31](=[CH:32][CH:33]=[CH:34][CH:35]=2)[C:30]([NH:37][C:38]2[CH:43]=[CH:42][C:41](OC)=[CH:40][CH:39]=2)=[CH:29][CH:28]=1.COC1C2C(=CC=CC=2)C(NC2C=CC=CC=2OC)=CC=1.